Dataset: Full USPTO retrosynthesis dataset with 1.9M reactions from patents (1976-2016). Task: Predict the reactants needed to synthesize the given product. Given the product [C:47]([O:46][C@@H:11]1[C@@H:10]([CH2:9][OH:8])[O:14][C@@H:13]([N:15]2[CH:43]=[CH:42][C:19]([NH:20][C:21]([C:30]3[CH:31]=[CH:32][CH:33]=[CH:34][CH:35]=3)([C:36]3[CH:37]=[CH:38][CH:39]=[CH:40][CH:41]=3)[C:22]3[CH:27]=[CH:26][C:25]([O:28][CH3:29])=[CH:24][CH:23]=3)=[N:18][C:16]2=[O:17])[C@@H:12]1[O:44][CH3:45])(=[O:53])[CH2:48][CH2:49][C:50]([CH3:52])=[O:51], predict the reactants needed to synthesize it. The reactants are: [Si]([O:8][CH2:9][C@H:10]1[O:14][C@@H:13]([N:15]2[CH:43]=[CH:42][C:19]([NH:20][C:21]([C:36]3[CH:41]=[CH:40][CH:39]=[CH:38][CH:37]=3)([C:30]3[CH:35]=[CH:34][CH:33]=[CH:32][CH:31]=3)[C:22]3[CH:27]=[CH:26][C:25]([O:28][CH3:29])=[CH:24][CH:23]=3)=[N:18][C:16]2=[O:17])[C@H:12]([O:44][CH3:45])[C@@H:11]1[O:46][C:47](=[O:53])[CH2:48][CH2:49][C:50]([CH3:52])=[O:51])(C(C)(C)C)(C)C.C1COCC1.[F-].C([N+](CCCC)(CCCC)CCCC)CCC.